Task: Predict the reactants needed to synthesize the given product.. Dataset: Full USPTO retrosynthesis dataset with 1.9M reactions from patents (1976-2016) (1) The reactants are: [F:1][C:2]1[CH:7]=[CH:6][C:5]([S:8]([O-:10])=[O:9])=[CH:4][CH:3]=1.[Na+].[Br:12][C:13]1[CH:18]=[CH:17][C:16]([CH2:19]Br)=[CH:15][C:14]=1[F:21]. Given the product [Br:12][C:13]1[CH:18]=[CH:17][C:16]([CH2:19][S:8]([C:5]2[CH:6]=[CH:7][C:2]([F:1])=[CH:3][CH:4]=2)(=[O:10])=[O:9])=[CH:15][C:14]=1[F:21], predict the reactants needed to synthesize it. (2) Given the product [CH3:1][O:2][C:3](=[O:27])[C@@H:4]([NH2:16])[CH2:5][Si:6]([CH2:9][C:10]1[CH:11]=[CH:12][CH:13]=[CH:14][CH:15]=1)([CH3:8])[CH3:7], predict the reactants needed to synthesize it. The reactants are: [CH3:1][O:2][C:3](=[O:27])[C@@H:4]([NH:16]C(OCC1C=CC=CC=1)=O)[CH2:5][Si:6]([CH2:9][C:10]1[CH:15]=[CH:14][CH:13]=[CH:12][CH:11]=1)([CH3:8])[CH3:7].Br. (3) Given the product [O:28]1[C:27]2[CH:26]=[CH:25][CH:24]=[C:21]([CH2:22][N:12]3[C:13]([CH3:17])([CH3:16])[C:14](=[O:15])[N:11]3[CH:2]3[CH:3]4[CH2:4][CH:5]5[CH2:6][CH:7]([CH2:8][CH:1]3[CH2:10]5)[CH2:9]4)[C:20]=2[O:19][CH2:18]1, predict the reactants needed to synthesize it. The reactants are: [CH:1]12[CH2:10][CH:5]3[CH2:6][CH:7]([CH2:9][CH:3]([CH2:4]3)[CH:2]1[N:11]1[C:14](=[O:15])[C:13]([CH3:17])([CH3:16])[NH:12]1)[CH2:8]2.[CH2:18]1[O:28][C:27]2[C:20](=[C:21]([CH:24]=[CH:25][CH:26]=2)[CH2:22]Br)[O:19]1.